From a dataset of Forward reaction prediction with 1.9M reactions from USPTO patents (1976-2016). Predict the product of the given reaction. (1) Given the reactants [CH2:1](I)[CH3:2].[Li]C(C)(C)C.CCCCC.[C:14]([N:33]1[CH:37]=[C:36]([CH:38]=[O:39])[N:35]=[CH:34]1)([C:27]1[CH:32]=[CH:31][CH:30]=[CH:29][CH:28]=1)([C:21]1[CH:26]=[CH:25][CH:24]=[CH:23][CH:22]=1)[C:15]1[CH:20]=[CH:19][CH:18]=[CH:17][CH:16]=1.Cl, predict the reaction product. The product is: [C:14]([N:33]1[CH:37]=[C:36]([CH:38]([OH:39])[CH2:1][CH3:2])[N:35]=[CH:34]1)([C:27]1[CH:28]=[CH:29][CH:30]=[CH:31][CH:32]=1)([C:21]1[CH:22]=[CH:23][CH:24]=[CH:25][CH:26]=1)[C:15]1[CH:20]=[CH:19][CH:18]=[CH:17][CH:16]=1. (2) Given the reactants I[C:2]1[CH:7]=[N:6][CH:5]=[CH:4][N:3]=1.C([Mg]Cl)CCC.[Br:14][C:15]1[CH:16]=[CH:17][C:18]([F:23])=[C:19]([CH:22]=1)[CH:20]=[O:21], predict the reaction product. The product is: [Br:14][C:15]1[CH:16]=[CH:17][C:18]([F:23])=[C:19]([CH:20]([C:2]2[CH:7]=[N:6][CH:5]=[CH:4][N:3]=2)[OH:21])[CH:22]=1. (3) Given the reactants Cl[C:2]1[C:3](=[O:15])[N:4](C2CCCCO2)[N:5]=[CH:6]C=1Cl.[F:16][C:17]([F:28])([F:27])[C:18]1[CH:19]=[C:20]([CH2:24][C:25]#N)[CH:21]=[CH:22][CH:23]=1.C[O:30][C:31](=[O:40])[CH:32](Br)[CH2:33][CH:34]1[CH2:38][CH2:37][CH2:36][CH2:35]1, predict the reaction product. The product is: [CH:34]1([CH2:33][CH:32]([N:4]2[C:3](=[O:15])[CH:2]=[C:25]([CH2:24][C:20]3[CH:21]=[CH:22][CH:23]=[C:18]([C:17]([F:28])([F:27])[F:16])[CH:19]=3)[CH:6]=[N:5]2)[C:31]([OH:30])=[O:40])[CH2:38][CH2:37][CH2:36][CH2:35]1. (4) Given the reactants CS(O[CH:6]1[CH2:11][CH2:10][O:9][CH2:8][CH2:7]1)(=O)=O.[Br:12][C:13]1[CH:14]=[N:15][NH:16][CH:17]=1.C([O-])([O-])=O.[K+].[K+].CN(C=O)C, predict the reaction product. The product is: [Br:12][C:13]1[CH:14]=[N:15][N:16]([CH:6]2[CH2:11][CH2:10][O:9][CH2:8][CH2:7]2)[CH:17]=1. (5) Given the reactants [C:1]([C:5]1[N:6]=[C:7](Cl)[C:8]2[N:13]=[N:12][N:11]([CH2:14][C:15]3[CH:20]=[CH:19][CH:18]=[CH:17][C:16]=3[Cl:21])[C:9]=2[N:10]=1)([CH3:4])([CH3:3])[CH3:2].[O:23]=[S:24]1(=[O:29])[CH2:28][CH2:27][CH2:26][NH:25]1.C1CCN2C(=NCCC2)CC1, predict the reaction product. The product is: [C:1]([C:5]1[N:6]=[C:7]([N:25]2[CH2:26][CH2:27][CH2:28][S:24]2(=[O:29])=[O:23])[C:8]2[N:13]=[N:12][N:11]([CH2:14][C:15]3[CH:20]=[CH:19][CH:18]=[CH:17][C:16]=3[Cl:21])[C:9]=2[N:10]=1)([CH3:4])([CH3:3])[CH3:2]. (6) Given the reactants C([O:3][C:4](=[O:33])[CH:5]([N:18]([CH2:26][C:27]1[CH:32]=[CH:31][CH:30]=[CH:29][CH:28]=1)[CH2:19][C:20]1[CH:25]=[CH:24][CH:23]=[CH:22][CH:21]=1)[CH:6]([OH:17])[CH2:7][CH2:8][O:9][CH2:10][C:11]1[CH:16]=[CH:15][CH:14]=[CH:13][CH:12]=1)C.O.[OH-].[Li+].P([O-])(O)(O)=O.[K+], predict the reaction product. The product is: [CH2:10]([O:9][CH2:8][CH2:7][CH:6]([OH:17])[CH:5]([N:18]([CH2:26][C:27]1[CH:28]=[CH:29][CH:30]=[CH:31][CH:32]=1)[CH2:19][C:20]1[CH:25]=[CH:24][CH:23]=[CH:22][CH:21]=1)[C:4]([OH:33])=[O:3])[C:11]1[CH:12]=[CH:13][CH:14]=[CH:15][CH:16]=1. (7) Given the reactants Cl[C:2]1[N:7]=[CH:6][C:5]([C:8]([N:10]2[CH2:15][CH2:14][N:13]([CH:16]([CH3:18])[CH3:17])[CH2:12][CH2:11]2)=[O:9])=[CH:4][CH:3]=1.[NH2:19][CH2:20][CH2:21][N:22]1[CH2:27][CH2:26][CH2:25][CH2:24][CH2:23]1, predict the reaction product. The product is: [NH3:7].[CH:16]([N:13]1[CH2:14][CH2:15][N:10]([C:8]([C:5]2[CH:6]=[N:7][C:2]([NH:19][CH2:20][CH2:21][N:22]3[CH2:27][CH2:26][CH2:25][CH2:24][CH2:23]3)=[CH:3][CH:4]=2)=[O:9])[CH2:11][CH2:12]1)([CH3:18])[CH3:17]. (8) Given the reactants [NH2:1][C:2]1[C:3]([C:24]#[N:25])=[C:4]([CH:21]=[CH:22][CH:23]=1)[O:5][CH2:6][C@@H:7]([NH:10]C(=O)OCC1C=CC=CC=1)[CH2:8][CH3:9].O=[C:27]([CH3:34])[CH2:28][C:29]([O:31][CH2:32][CH3:33])=[O:30], predict the reaction product. The product is: [NH2:25][C:24]1[C:3]2[C:2](=[CH:23][CH:22]=[CH:21][C:4]=2[O:5][CH2:6][C@@H:7]([NH2:10])[CH2:8][CH3:9])[N:1]=[C:27]([CH3:34])[C:28]=1[C:29]([O:31][CH2:32][CH3:33])=[O:30]. (9) Given the reactants [CH3:1][CH:2]([CH3:18])[C@H:3]([NH:8][C:9]([N:11]([CH3:17])[CH2:12][CH2:13][CH2:14][CH:15]=[CH2:16])=[O:10])[C:4]([O:6]C)=[O:5].[Li+].[OH-], predict the reaction product. The product is: [CH3:1][CH:2]([CH3:18])[C@H:3]([NH:8][C:9]([N:11]([CH3:17])[CH2:12][CH2:13][CH2:14][CH:15]=[CH2:16])=[O:10])[C:4]([OH:6])=[O:5]. (10) Given the reactants [NH2:1][C:2]1[C:10]([CH3:11])=[C:9]([CH3:12])[C:8]([Br:13])=[CH:7][C:3]=1[C:4]([OH:6])=[O:5].[C:14](=O)([O-])[O-].[Cs+].[Cs+].CI.O, predict the reaction product. The product is: [NH2:1][C:2]1[C:10]([CH3:11])=[C:9]([CH3:12])[C:8]([Br:13])=[CH:7][C:3]=1[C:4]([O:6][CH3:14])=[O:5].